The task is: Predict which catalyst facilitates the given reaction.. This data is from Catalyst prediction with 721,799 reactions and 888 catalyst types from USPTO. (1) Reactant: [N:1]([CH2:4][C:5]1[C:6]([C:13]#[N:14])=[N:7][C:8]([CH2:11][CH3:12])=[CH:9][CH:10]=1)=[N+]=[N-].C1(P(C2C=CC=CC=2)C2C=CC=CC=2)C=CC=CC=1. Product: [CH2:11]([C:8]1[N:7]=[C:6]2[C:13]([NH2:14])=[N:1][CH2:4][C:5]2=[CH:10][CH:9]=1)[CH3:12]. The catalyst class is: 30. (2) Reactant: [C:1]([C:3]([CH3:24])([CH3:23])[C:4]1[CH:9]=[CH:8][C:7]([NH:10][C:11](=[O:22])[C:12]2[CH:17]=[CH:16][C:15]([O:18][CH3:19])=[C:14]([O:20][CH3:21])[CH:13]=2)=[CH:6][CH:5]=1)#[N:2].OO.C([O-])([O-])=[O:28].[K+].[K+]. Product: [C:1]([C:3]([C:4]1[CH:5]=[CH:6][C:7]([NH:10][C:11](=[O:22])[C:12]2[CH:17]=[CH:16][C:15]([O:18][CH3:19])=[C:14]([O:20][CH3:21])[CH:13]=2)=[CH:8][CH:9]=1)([CH3:24])[CH3:23])(=[O:28])[NH2:2]. The catalyst class is: 14.